From a dataset of Full USPTO retrosynthesis dataset with 1.9M reactions from patents (1976-2016). Predict the reactants needed to synthesize the given product. Given the product [Br:1][C:2]1[C:7]([CH3:8])=[C:6]([N+:10]([O-:12])=[O:11])[CH:5]=[CH:4][C:3]=1[CH3:9], predict the reactants needed to synthesize it. The reactants are: [Br:1][C:2]1[C:7]([CH3:8])=[CH:6][CH:5]=[CH:4][C:3]=1[CH3:9].[N+:10]([O-])([OH:12])=[O:11].